From a dataset of HIV replication inhibition screening data with 41,000+ compounds from the AIDS Antiviral Screen. Binary Classification. Given a drug SMILES string, predict its activity (active/inactive) in a high-throughput screening assay against a specified biological target. (1) The compound is COc1ccc(C(=O)NN=Cc2c(C)n(C)n(-c3ccccc3)c2=O)cc1. The result is 0 (inactive). (2) The drug is [N-]=[N+]=C1C(=O)NCN=C1c1ccccc1. The result is 0 (inactive). (3) The compound is NC(Cc1ccccc1CP(=O)(O)O)C(=O)O. The result is 0 (inactive).